This data is from Forward reaction prediction with 1.9M reactions from USPTO patents (1976-2016). The task is: Predict the product of the given reaction. (1) The product is: [C:10]([C:4](=[C:3]([S:12][CH3:13])[NH:14][C:15]1[CH:20]=[CH:19][CH:18]=[CH:17][CH:16]=1)[C:5]([O:7][CH2:8][CH3:9])=[O:6])#[N:11]. Given the reactants CS[C:3]([S:12][CH3:13])=[C:4]([C:10]#[N:11])[C:5]([O:7][CH2:8][CH3:9])=[O:6].[NH2:14][C:15]1[CH:20]=[CH:19][CH:18]=[CH:17][CH:16]=1, predict the reaction product. (2) Given the reactants [F:1][C:2]1[CH:12]=[CH:11][C:5]([C:6]([N:8]([CH3:10])[CH3:9])=[O:7])=[CH:4][C:3]=1[N+:13]([O-])=O, predict the reaction product. The product is: [NH2:13][C:3]1[CH:4]=[C:5]([CH:11]=[CH:12][C:2]=1[F:1])[C:6]([N:8]([CH3:9])[CH3:10])=[O:7]. (3) Given the reactants [CH2:1]([C:9]1[CH:10]=[C:11]([CH:15]=[CH:16][CH:17]=1)[C:12]([OH:14])=O)[CH2:2][C:3]1[CH:8]=[CH:7][CH:6]=[CH:5][CH:4]=1.[CH2:18]([NH2:21])[CH2:19][CH3:20], predict the reaction product. The product is: [CH2:1]([C:9]1[CH:10]=[C:11]([CH:15]=[CH:16][CH:17]=1)[C:12]([NH:21][CH2:18][CH2:19][CH3:20])=[O:14])[CH2:2][C:3]1[CH:4]=[CH:5][CH:6]=[CH:7][CH:8]=1.